From a dataset of Experimentally validated miRNA-target interactions with 360,000+ pairs, plus equal number of negative samples. Binary Classification. Given a miRNA mature sequence and a target amino acid sequence, predict their likelihood of interaction. (1) The miRNA is hsa-miR-3913-5p with sequence UUUGGGACUGAUCUUGAUGUCU. The protein sequence of the target gene is MAGCRGSLCCCCRWCCCCGERETRTPEELTILGETQEEEDEILPRKDYESLDYDRCINDPYLEVLETMDNKKGRRYEAVKWMVVFAIGVCTGLVGLFVDFFVRLFTQLKFGVVQTSVEECSQKGCLALSLLELLGFNLTFVFLASLLVLIEPVAAGSGIPEVKCYLNGVKVPGIVRLRTLLCKVLGVLFSVAGGLFVEKEGPMIHSGSVVGAGLPQFQSISLRKIQFNFPYFRSDRDKRDFVSAGAAAGVAAAFGAPIGGTLFSLEEGSSFWNQGLTWKVLFCSMSATFTLNFFRSGIQF.... Result: 1 (interaction). (2) The miRNA is rno-miR-21-3p with sequence CAACAGCAGUCGAUGGGCUGUC. The protein sequence of the target gene is MEAADASRSNGSSPEARDARSPSGPSGSLENGTKADGKDAKTTNGHGGEAAEGKSLGSALKPGEGRSALFAGNEWRRPIIQFVESGDDKNSNYFSMDSMEGKRSPYAGLQLGAAKKPPVTFAEKGELRKSIFSESRKPTVSIMEPGETRRNSYPRADTGLFSRSKSGSEEVLCDSCIGNKQKAVKSCLVCQASFCELHLKPHLEGAAFRDHQLLEPIRDFEARKCPVHGKTMELFCQTDQTCICYLCMFQEHKNHSTVTVEEAKAEKETELSLQKEQLQLKIIEIEDEAEKWQKEKDRIK.... Result: 0 (no interaction). (3) The miRNA is hsa-miR-4768-3p with sequence CCAGGAGAUCCAGAGAGAAU. The protein sequence of the target gene is MWASRDHLPEPDLGDAAPPGSPSSFWTSGLPRQERSTSRQRSRGSPSSTCVPYKVHALATFECSATSHASRLWQTLQQFWADHISRPFSPRRPPLRRMPSLSTFYLLDHNTRQAELGLAYGAPCMRLSNQAFVFRGGRWTTESQLARTRSPLLSRTAWGWKAQVQRSKSQVLLEENNYLKLQQELLIDMLTETMARMHLLEKQRNPEVIPTAAARAGQRKMRKRAGASAGVLMIQPCALDSQ. Result: 1 (interaction). (4) The miRNA is cel-miR-1020-3p with sequence AUUAUUCUGUGACACUUUCAG. The protein sequence of the target gene is MASAVLPSGSQCAAAAAVAAAAAPPGLRLRLLLLLLSAAALIPTGDGQNLFTKDVTVIEGEVATISCQVNKSDDSVIQLLNPNRQTIYFRDFRPLKDSRFQLLNFSSSELKVSLTNVSISDEGRYFCQLYTDPPQESYTTITVLVPPRNLMIDIQKDTAVEGEEIEVNCTAMASKPATTIRWFKGNKELKGKSEVEEWSDMYTVTSQLMLKVHKEDDGVPVICQVEHPAVTGNLQTQRYLEVQYKPQVHIQMTYPLQGLTREGDAFELTCEAIGKPQPVMVTWVRVDDEMPQHAVLSGPN.... Result: 0 (no interaction). (5) The miRNA is mmu-let-7c-5p with sequence UGAGGUAGUAGGUUGUAUGGUU. The protein sequence of the target gene is MMKIRHKNKKPGKGSKGCKKPARQNGKKVTSRPSSAPQIVHGNDHASREAELKKKRVEEMREKQQVAREQERQRHRTMESYCQDVLKRQQEFEQKEEVLQELNMFPQLDDEATRKAYYKEFRKVVEYSDVILEVLDARDPLGCRCFQMEETVLRAEGNKKLVLVLNKIDLVPKEIVEKWLEYLLNELPTVAFKASTQHHQVKNLTRCKVPVDQASESLLKSRACFGAENLMRVLGNYCRLGEVRGHIRVGVVGLPNVGKSSLINSLKRSRACSVGAVPGVTKFMQEVYLDKFIRLLDAPG.... Result: 1 (interaction).